Dataset: Forward reaction prediction with 1.9M reactions from USPTO patents (1976-2016). Task: Predict the product of the given reaction. (1) Given the reactants Br[C:2]1[CH:35]=[CH:34][C:5]([CH2:6][C:7]2[N:8]([C:20]3[CH:21]=[C:22]([N:26]4[S:30](=[O:32])(=[O:31])[NH:29][C:28](=[O:33])[CH2:27]4)[CH:23]=[CH:24][CH:25]=3)[CH:9]=[C:10]([C:12]3[CH:17]=[CH:16][C:15]([F:18])=[CH:14][C:13]=3[F:19])[N:11]=2)=[CH:4][CH:3]=1.[CH:36]1([C:42]2[CH:47]=[CH:46][C:45](B(O)O)=[CH:44][CH:43]=2)[CH2:41][CH2:40][CH2:39][CH2:38][CH2:37]1, predict the reaction product. The product is: [CH:42]1([C:36]2[CH:37]=[CH:38][C:39]([C:2]3[CH:3]=[CH:4][C:5]([CH2:6][C:7]4[N:8]([C:20]5[CH:21]=[C:22]([N:26]6[S:30](=[O:32])(=[O:31])[NH:29][C:28](=[O:33])[CH2:27]6)[CH:23]=[CH:24][CH:25]=5)[CH:9]=[C:10]([C:12]5[CH:17]=[CH:16][C:15]([F:18])=[CH:14][C:13]=5[F:19])[N:11]=4)=[CH:34][CH:35]=3)=[CH:40][CH:41]=2)[CH2:43][CH2:44][CH2:45][CH2:46][CH2:47]1. (2) Given the reactants [F:1][C:2]1[CH:7]=[CH:6][C:5]([CH2:8][CH2:9][CH2:10][C:11]([OH:13])=O)=[CH:4][CH:3]=1.C[N:15](C=O)C.C(Cl)(=O)C(Cl)=O, predict the reaction product. The product is: [F:1][C:2]1[CH:7]=[CH:6][C:5]([CH2:8][CH2:9][CH2:10][C:11]([NH2:15])=[O:13])=[CH:4][CH:3]=1. (3) Given the reactants [CH3:1][N:2]1[C:11]2[C:6](=[CH:7][C:8](B3OC(C)(C)C(C)(C)O3)=[CH:9][CH:10]=2)[CH2:5][CH2:4][C:3]1=[O:21].Br[C:23]1[C:24]([CH3:37])=[C:25]([CH2:29][NH:30][S@@:31]([C:33]([CH3:36])([CH3:35])[CH3:34])=[O:32])[CH:26]=[N:27][CH:28]=1, predict the reaction product. The product is: [CH3:37][C:24]1[C:23]([C:8]2[CH:7]=[C:6]3[C:11](=[CH:10][CH:9]=2)[N:2]([CH3:1])[C:3](=[O:21])[CH2:4][CH2:5]3)=[CH:28][N:27]=[CH:26][C:25]=1[CH2:29][NH:30][S@@:31]([C:33]([CH3:36])([CH3:35])[CH3:34])=[O:32].